From a dataset of Catalyst prediction with 721,799 reactions and 888 catalyst types from USPTO. Predict which catalyst facilitates the given reaction. (1) Reactant: [Br:1][CH2:2][CH2:3][O:4][CH3:5].C1(C)C=CC=CC=1.[CH2:13]([P:15]([CH2:18][CH3:19])[CH2:16][CH3:17])[CH3:14]. Product: [Br-:1].[CH2:13]([P+:15]([CH2:18][CH3:19])([CH2:16][CH3:17])[CH2:2][CH2:3][O:4][CH3:5])[CH3:14]. The catalyst class is: 81. (2) Reactant: [CH3:1][C@@H:2]([NH:22]C(=O)OC(C)(C)C)[C:3]([NH:5][C:6]1[CH:7]=[N:8][C:9]([O:12][C:13]2[CH:18]=[CH:17][C:16]([CH3:19])=[C:15]([O:20][CH3:21])[CH:14]=2)=[CH:10][CH:11]=1)=[O:4].C(O)(C(F)(F)F)=O. Product: [CH3:19][C:16]1[CH:17]=[CH:18][C:13]([O:12][C:9]2[N:8]=[CH:7][C:6]([NH:5][C:3](=[O:4])[C@@H:2]([CH3:1])[NH2:22])=[CH:11][CH:10]=2)=[CH:14][C:15]=1[O:20][CH3:21]. The catalyst class is: 4. (3) Reactant: [Cl:1][C:2]1[S:6][C:5]([C:7](Cl)=[O:8])=[CH:4][CH:3]=1.P(O)(O)(O)=O.[NH2:15][CH2:16][C@H:17]([OH:40])[CH2:18][N:19]([CH2:33][C:34]1[CH:39]=[CH:38][CH:37]=[CH:36][CH:35]=1)[C:20]1[CH:25]=[CH:24][C:23]([N:26]2[CH2:31][CH2:30][O:29][CH2:28][C:27]2=[O:32])=[CH:22][CH:21]=1.C(N(CC)CC)C. Product: [CH2:33]([N:19]([C:20]1[CH:25]=[CH:24][C:23]([N:26]2[CH2:31][CH2:30][O:29][CH2:28][C:27]2=[O:32])=[CH:22][CH:21]=1)[CH2:18][C@@H:17]([OH:40])[CH2:16][NH:15][C:7]([C:5]1[S:6][C:2]([Cl:1])=[CH:3][CH:4]=1)=[O:8])[C:34]1[CH:35]=[CH:36][CH:37]=[CH:38][CH:39]=1. The catalyst class is: 46. (4) Reactant: [C:1](=[O:16])([O:5][CH2:6][CH2:7][O:8][CH2:9][CH2:10][O:11][CH2:12][CH2:13][O:14][CH3:15])[O:2][CH2:3]Cl.[I-:17].[Na+]. Product: [C:1](=[O:16])([O:5][CH2:6][CH2:7][O:8][CH2:9][CH2:10][O:11][CH2:12][CH2:13][O:14][CH3:15])[O:2][CH2:3][I:17]. The catalyst class is: 21. (5) Reactant: [NH2:1][C:2]1[CH:10]=[C:9]([CH3:11])[CH:8]=[C:7]([CH3:12])[C:3]=1[C:4](O)=[O:5].CC[N:15]=C=NCCCN(C)C.C1C=CC2N(O)N=NC=2C=1.CN1CCOCC1.[OH-].[NH4+]. Product: [NH2:1][C:2]1[CH:10]=[C:9]([CH3:11])[CH:8]=[C:7]([CH3:12])[C:3]=1[C:4]([NH2:15])=[O:5]. The catalyst class is: 1. (6) Reactant: CS([O:5][CH2:6][CH2:7][CH2:8][C:9]1[N:10]=[C:11]([C:15]2[CH:24]=[CH:23][C:18]([C:19]([O:21]C)=[O:20])=[CH:17][CH:16]=2)[O:12][C:13]=1[CH3:14])(=O)=O.O[CH:26]1[CH2:31][CH2:30][N:29]([C:32]([O:34][C:35]([CH3:38])([CH3:37])[CH3:36])=[O:33])[CH2:28][CH2:27]1.CC(C)([O-])C.[K+]. Product: [C:35]([O:34][C:32]([N:29]1[CH2:30][CH2:31][CH:26]([O:5][CH2:6][CH2:7][CH2:8][C:9]2[N:10]=[C:11]([C:15]3[CH:24]=[CH:23][C:18]([C:19]([OH:21])=[O:20])=[CH:17][CH:16]=3)[O:12][C:13]=2[CH3:14])[CH2:27][CH2:28]1)=[O:33])([CH3:38])([CH3:36])[CH3:37]. The catalyst class is: 9. (7) Reactant: Cl[C:2]([O:4][C:5]1[CH:10]=[CH:9][CH:8]=[CH:7][CH:6]=1)=[O:3].[NH2:11][C:12]1[CH:17]=[CH:16][CH:15]=[C:14]([CH3:18])[N:13]=1.N1C=CC=CC=1.O. Product: [CH3:18][C:14]1[N:13]=[C:12]([NH:11][C:2](=[O:3])[O:4][C:5]2[CH:10]=[CH:9][CH:8]=[CH:7][CH:6]=2)[CH:17]=[CH:16][CH:15]=1. The catalyst class is: 56.